This data is from NCI-60 drug combinations with 297,098 pairs across 59 cell lines. The task is: Regression. Given two drug SMILES strings and cell line genomic features, predict the synergy score measuring deviation from expected non-interaction effect. Drug 1: C1=C(C(=O)NC(=O)N1)N(CCCl)CCCl. Drug 2: C1C(C(OC1N2C=C(C(=O)NC2=O)F)CO)O. Cell line: SK-MEL-2. Synergy scores: CSS=23.0, Synergy_ZIP=0.983, Synergy_Bliss=-0.446, Synergy_Loewe=-14.2, Synergy_HSA=-1.23.